Predict the reactants needed to synthesize the given product. From a dataset of Full USPTO retrosynthesis dataset with 1.9M reactions from patents (1976-2016). (1) Given the product [NH2:1][C:2]1[N:7]=[C:6]([C:8]2[O:9][CH:10]=[CH:11][CH:12]=2)[C:5]([C:13]#[N:14])=[C:4]([O:27][CH2:26][C:23]2[CH:24]=[N:25][C:20]([CH3:19])=[CH:21][CH:22]=2)[N:3]=1, predict the reactants needed to synthesize it. The reactants are: [NH2:1][C:2]1[N:7]=[C:6]([C:8]2[O:9][CH:10]=[CH:11][CH:12]=2)[C:5]([C:13]#[N:14])=[C:4](S(C)=O)[N:3]=1.Cl.[CH3:19][C:20]1[N:25]=[CH:24][C:23]([CH2:26][OH:27])=[CH:22][CH:21]=1.C1CCN2C(=NCCC2)CC1. (2) Given the product [F:17][C:18]1[CH:19]=[CH:20][C:21]([N:27]2[N:31]=[CH:30][CH:29]=[N:28]2)=[C:22]([C:23]([N:14]2[CH2:13][CH2:12][C@@H:11]3[C@@H:16]([N:9]([C:4]4[CH:8]=[CH:6][C:7]([CH3:33])=[CH:2][N:3]=4)[CH2:10]3)[CH2:15]2)=[O:24])[CH:26]=1, predict the reactants needed to synthesize it. The reactants are: C[C:2]1[CH:7]=[C:6]([CH3:8])N=[C:4]([N:9]2[C@@H:16]3[C@@H:11]([CH2:12][CH2:13][NH:14][CH2:15]3)[CH2:10]2)[N:3]=1.[F:17][C:18]1[CH:19]=[CH:20][C:21]([N:27]2[N:31]=[CH:30][CH:29]=[N:28]2)=[C:22]([CH:26]=1)[C:23](O)=[O:24].S1C=CC=[C:33]1C1C=CC=CC=1C(O)=O. (3) Given the product [NH2:45][C:46]1[N:50]([C:51]2[CH:52]=[CH:53][C:54]([F:57])=[CH:55][CH:56]=2)[N:49]=[CH:48][C:47]=1[C:58]([NH:60][CH2:61][C:62]([CH2:68][NH:69][C:4]([C:3]1[C:7]([F:11])=[CH:8][CH:9]=[CH:10][C:2]=1[F:1])=[O:6])([OH:67])[C:63]([F:66])([F:65])[F:64])=[O:59], predict the reactants needed to synthesize it. The reactants are: [F:1][C:2]1[CH:10]=[CH:9][CH:8]=[C:7]([F:11])[C:3]=1[C:4]([OH:6])=O.F[P-](F)(F)(F)(F)F.N1(OC(N(C)C)=[N+](C)C)C2N=CC=CC=2N=N1.C(N(C(C)C)CC)(C)C.[NH2:45][C:46]1[N:50]([C:51]2[CH:56]=[CH:55][C:54]([F:57])=[CH:53][CH:52]=2)[N:49]=[CH:48][C:47]=1[C:58]([NH:60][CH2:61][C:62]([CH2:68][NH2:69])([OH:67])[C:63]([F:66])([F:65])[F:64])=[O:59].